Task: Regression. Given two drug SMILES strings and cell line genomic features, predict the synergy score measuring deviation from expected non-interaction effect.. Dataset: NCI-60 drug combinations with 297,098 pairs across 59 cell lines (1) Drug 1: CC1=CC=C(C=C1)C2=CC(=NN2C3=CC=C(C=C3)S(=O)(=O)N)C(F)(F)F. Drug 2: CCN(CC)CCNC(=O)C1=C(NC(=C1C)C=C2C3=C(C=CC(=C3)F)NC2=O)C. Cell line: UACC62. Synergy scores: CSS=0.839, Synergy_ZIP=3.21, Synergy_Bliss=3.89, Synergy_Loewe=-5.10, Synergy_HSA=-1.30. (2) Drug 1: CC1=C(C=C(C=C1)NC(=O)C2=CC=C(C=C2)CN3CCN(CC3)C)NC4=NC=CC(=N4)C5=CN=CC=C5. Drug 2: CC(C)NC(=O)C1=CC=C(C=C1)CNNC.Cl. Cell line: IGROV1. Synergy scores: CSS=-1.12, Synergy_ZIP=1.94, Synergy_Bliss=3.62, Synergy_Loewe=-0.523, Synergy_HSA=0.515. (3) Cell line: 786-0. Drug 1: C(CC(=O)O)C(=O)CN.Cl. Synergy scores: CSS=31.8, Synergy_ZIP=-7.35, Synergy_Bliss=5.44, Synergy_Loewe=3.89, Synergy_HSA=3.67. Drug 2: C1C(C(OC1N2C=NC3=C2NC=NCC3O)CO)O.